From a dataset of Forward reaction prediction with 1.9M reactions from USPTO patents (1976-2016). Predict the product of the given reaction. (1) Given the reactants [C:1]1([N:7]2[C:19]3[CH2:18][N:17](C(OC(C)(C)C)=O)[CH2:16][CH2:15][C:14]=3[C:13]3[C:8]2=[CH:9][CH:10]=[CH:11][CH:12]=3)[CH:6]=[CH:5][CH:4]=[CH:3][CH:2]=1, predict the reaction product. The product is: [C:1]1([N:7]2[C:19]3[CH2:18][NH:17][CH2:16][CH2:15][C:14]=3[C:13]3[C:8]2=[CH:9][CH:10]=[CH:11][CH:12]=3)[CH:2]=[CH:3][CH:4]=[CH:5][CH:6]=1. (2) Given the reactants [NH2:1][C:2]1[C:11]2[N:12]=[C:13]([CH2:15][CH3:16])[S:14][C:10]=2[C:9]2[CH:8]=[CH:7][C:6]([OH:17])=[CH:5][C:4]=2[N:3]=1.C(=O)([O-])[O-].[Cs+].[Cs+].CN(C=O)C.Br[CH2:30][C:31]([C:33]1[CH:37]=[CH:36][S:35][CH:34]=1)=[O:32], predict the reaction product. The product is: [NH2:1][C:2]1[C:11]2[N:12]=[C:13]([CH2:15][CH3:16])[S:14][C:10]=2[C:9]2[CH:8]=[CH:7][C:6]([O:17][CH2:30][C:31]([C:33]3[CH:37]=[CH:36][S:35][CH:34]=3)=[O:32])=[CH:5][C:4]=2[N:3]=1. (3) The product is: [NH:17]1[C:18]2[C:14](=[CH:13][C:12]([NH:11][C:4]3[C:5]4[CH2:10][O:9][CH2:8][C:6]=4[N:7]=[C:2]([N:27]4[CH2:26][C:25]5[C:29](=[CH:30][CH:31]=[C:23]([O:22][CH3:21])[CH:24]=5)[CH2:28]4)[N:3]=3)=[CH:20][CH:19]=2)[CH:15]=[N:16]1. Given the reactants Cl[C:2]1[N:3]=[C:4]([NH:11][C:12]2[CH:13]=[C:14]3[C:18](=[CH:19][CH:20]=2)[NH:17][N:16]=[CH:15]3)[C:5]2[CH2:10][O:9][CH2:8][C:6]=2[N:7]=1.[CH3:21][O:22][C:23]1[CH:24]=[C:25]2[C:29](=[CH:30][CH:31]=1)[CH2:28][NH:27][CH2:26]2.CCN(C(C)C)C(C)C, predict the reaction product. (4) Given the reactants [CH3:1][S:2]([N:5]1[CH2:10][CH:9]=[C:8]([C:11]2[CH:12]=[C:13]3[CH2:19][C@:18]([CH:21]4[CH2:26][CH2:25][N:24]([C:27]#[N:28])[CH2:23][CH2:22]4)([CH3:20])[O:17][C:14]3=[CH:15][N:16]=2)[CH2:7][CH2:6]1)(=[O:4])=[O:3].Cl.[NH2:30][OH:31], predict the reaction product. The product is: [OH:31][NH:30][C:27]([N:24]1[CH2:25][CH2:26][CH:21]([C@@:18]2([CH3:20])[O:17][C:14]3=[CH:15][N:16]=[C:11]([C:8]4[CH2:9][CH2:10][N:5]([S:2]([CH3:1])(=[O:4])=[O:3])[CH2:6][CH:7]=4)[CH:12]=[C:13]3[CH2:19]2)[CH2:22][CH2:23]1)=[NH:28]. (5) Given the reactants [Br:1][C:2]1[C:3]([C:11]#N)=[N:4][C:5]([CH2:8][O:9][CH3:10])=[CH:6][CH:7]=1.[OH-:13].[K+].C[OH:16], predict the reaction product. The product is: [Br:1][C:2]1[C:3]([C:11]([OH:16])=[O:13])=[N:4][C:5]([CH2:8][O:9][CH3:10])=[CH:6][CH:7]=1. (6) Given the reactants Br[C:2]1[CH:3]=[C:4]2[C:9](=[CH:10][CH:11]=1)[N:8]=[CH:7][C:6]([C:12]([CH:14]1[CH2:16][CH2:15]1)=[O:13])=[C:5]2[NH:17][C@H:18]1[CH2:23][CH2:22][C@H:21]([CH2:24][N:25]2[CH2:29][CH2:28][CH:27]([OH:30])[CH2:26]2)[CH2:20][CH2:19]1.[Cl:31][C:32]1[CH:37]=[C:36](B2OC(C)(C)C(C)(C)O2)[CH:35]=[C:34]([F:47])[C:33]=1[OH:48], predict the reaction product. The product is: [Cl:31][C:32]1[CH:37]=[C:36]([C:2]2[CH:3]=[C:4]3[C:9](=[CH:10][CH:11]=2)[N:8]=[CH:7][C:6]([C:12]([CH:14]2[CH2:15][CH2:16]2)=[O:13])=[C:5]3[NH:17][C@H:18]2[CH2:23][CH2:22][C@H:21]([CH2:24][N:25]3[CH2:29][CH2:28][CH:27]([OH:30])[CH2:26]3)[CH2:20][CH2:19]2)[CH:35]=[C:34]([F:47])[C:33]=1[OH:48].